This data is from Experimentally validated miRNA-target interactions with 360,000+ pairs, plus equal number of negative samples. The task is: Binary Classification. Given a miRNA mature sequence and a target amino acid sequence, predict their likelihood of interaction. (1) The miRNA is hsa-miR-374b-5p with sequence AUAUAAUACAACCUGCUAAGUG. The protein sequence of the target gene is MAATGTEAKDLENHHNDCFIQLSNPNIAAMKEDVLYHFNLSTSTHDFPAMFGDVKFVCVGGSSSRMNTFIKYVAAELGLDHPGKEYPNICAGTDRYAMYKAGPVLSVSHGMGIPSIGIMLHELIKMLYHARCSNITIIRIGTSGGIGLEPGSVVITQQAVNECFKPEFEQIVLGKRVIRNTNLDAQLVQELVQCSSDLNEFPMVVGNTMCTLDFYEGQGRLDGALCSYTEKDKQSYLRAAHAAGVRNIEMESSVFATMCSACGLKAAVVCVTLLDRLQGDQINTPHDVLVEYQQRPQRLV.... Result: 0 (no interaction). (2) The miRNA is hsa-miR-7706 with sequence UGAAGCGCCUGUGCUCUGCCGAGA. The protein sequence of the target gene is MGQSVLRAVFFLVLGLLGHSHGGFPNTISIGGLFMRNTVQEHSAFRFAVQLYNTNQNTTEKPFHLNYHVDHLDSSNSFSVTNAFCSQFSRGVYAIFGFYDQMSMNTLTSFCGALHTSFVTPSFPTDADVQFVIQMRPALKGAILSLLGYYKWEKFVYLYDTERGFSILQAIMEAAVQNNWQVTARSVGNIKDIQEFRRIIEEMDRRQEKRYLIDCEVERINTILEQVVILGKHSRGYHYMLANLGFTDIVLERVMHGGANITGFQIVNNENPMVQQFIQRWVRLDEREFPEAKNAPLKYT.... Result: 0 (no interaction). (3) The miRNA is rno-miR-135b-5p with sequence UAUGGCUUUUCAUUCCUAUGUGA. The protein sequence of the target gene is MFRRKLTALDYHNPAGFNCKDETEFRNFIVWLEDQKIRHYKIEDRGNLRNIHSSDWPKFFEKYLRDVNCPFKIQDRQEAIDWLLGLAVRLEYGDNAEKYKDLVPDNSKTADNATKNAEPLINLDVNNPDFKAGVMALANLLQIQRHDDYLVMLKAIRILVQERLTQDAVAKANQTKEGLPVALDKHILGFDTGDAVLNEAAQILRLLHIEELRELQTKINEAIVAVQAIIADPKTDHRLGKVGR. Result: 0 (no interaction).